This data is from Forward reaction prediction with 1.9M reactions from USPTO patents (1976-2016). The task is: Predict the product of the given reaction. (1) Given the reactants [C-:1]#[N:2].[Na+].[Br:4][C:5]1[CH:10]=[CH:9][C:8]([CH2:11]Br)=[C:7]([F:13])[CH:6]=1, predict the reaction product. The product is: [Br:4][C:5]1[CH:10]=[CH:9][C:8]([CH2:11][C:1]#[N:2])=[C:7]([F:13])[CH:6]=1. (2) Given the reactants [CH:1]1(O)[C:9]2[C:4](=[CH:5][CH:6]=[C:7]3[CH:13]=[CH:12][CH:11]=[CH:10][C:8]3=2)[C:3](O)=[C:2]1O.CC(C)=O.C([O-])([O-])=O.[K+].[K+].ClC[C:29]#[N:30], predict the reaction product. The product is: [CH:1]1([C:29]#[N:30])[C:9]2[C:4](=[CH:5][CH:6]=[C:7]3[CH:13]=[CH:12][CH:11]=[CH:10][C:8]3=2)[CH:3]=[CH:2]1.